The task is: Predict the reactants needed to synthesize the given product.. This data is from Full USPTO retrosynthesis dataset with 1.9M reactions from patents (1976-2016). (1) Given the product [C:1]1([C:8]2[CH:13]=[CH:12][CH:11]=[CH:10][CH:9]=2)[CH:2]=[CH:3][C:4]([O:7][CH2:28][CH2:27][O:26][C:23]2[CH:22]=[CH:21][C:20]([CH2:19][C@H:18]([O:30][CH3:31])[C:17]([OH:32])=[O:16])=[CH:25][CH:24]=2)=[CH:5][CH:6]=1, predict the reactants needed to synthesize it. The reactants are: [C:1]1([C:8]2[CH:13]=[CH:12][CH:11]=[CH:10][CH:9]=2)[CH:6]=[CH:5][C:4]([OH:7])=[CH:3][CH:2]=1.C([O:16][C:17](=[O:32])[C@@H:18]([O:30][CH3:31])[CH2:19][C:20]1[CH:25]=[CH:24][C:23]([O:26][CH2:27][CH2:28]Br)=[CH:22][CH:21]=1)C.C(=O)([O-])[O-].[Cs+].[Cs+]. (2) Given the product [NH2:1][C:2]1[C:12]([F:13])=[CH:11][C:10]([C:14]2[CH:15]=[C:16]3[C:22]([C:23]4[CH:28]=[CH:27][CH:26]=[CH:25][C:24]=4[O:29][CH3:30])=[CH:21][NH:20][C:17]3=[N:18][CH:19]=2)=[CH:9][C:3]=1[C:4]([N:6]([CH3:7])[CH3:8])=[O:5], predict the reactants needed to synthesize it. The reactants are: [NH2:1][C:2]1[C:12]([F:13])=[CH:11][C:10]([C:14]2[CH:15]=[C:16]3[C:22]([C:23]4[CH:28]=[CH:27][CH:26]=[CH:25][C:24]=4[O:29][CH3:30])=[CH:21][N:20](S(C4C=CC(C)=CC=4)(=O)=O)[C:17]3=[N:18][CH:19]=2)=[CH:9][C:3]=1[C:4]([N:6]([CH3:8])[CH3:7])=[O:5].[OH-].[K+].C(O)(=O)C. (3) Given the product [Br:1][C:2]1[CH:3]=[C:4]2[C:12](=[CH:13][CH:14]=1)[NH:11][C:10]1[CH:9]([NH:15][C:19](=[O:20])[C:18]3[CH:22]=[CH:23][CH:24]=[CH:25][C:17]=3[Cl:16])[CH2:8][CH2:7][CH2:6][C:5]2=1, predict the reactants needed to synthesize it. The reactants are: [Br:1][C:2]1[CH:3]=[C:4]2[C:12](=[CH:13][CH:14]=1)[NH:11][C:10]1[CH:9]([NH2:15])[CH2:8][CH2:7][CH2:6][C:5]2=1.[Cl:16][C:17]1[CH:25]=[CH:24][CH:23]=[CH:22][C:18]=1[C:19](Cl)=[O:20]. (4) The reactants are: Br[C:2]1[N:3]=[CH:4][C:5]([NH:8][C:9](=[O:28])[C@@H:10]([C:17]2[CH:22]=[CH:21][C:20]([S:23]([CH3:26])(=[O:25])=[O:24])=[C:19]([CH3:27])[CH:18]=2)[CH2:11][CH:12]2[CH2:16][CH2:15][CH2:14][CH2:13]2)=[N:6][CH:7]=1.C(N(CC)C(C)C)(C)C.[C:38]([C:40]1([OH:46])[CH2:45][CH2:44][O:43][CH2:42][CH2:41]1)#[CH:39]. Given the product [CH:12]1([CH2:11][C@H:10]([C:17]2[CH:22]=[CH:21][C:20]([S:23]([CH3:26])(=[O:25])=[O:24])=[C:19]([CH3:27])[CH:18]=2)[C:9]([NH:8][C:5]2[CH:4]=[N:3][C:2]([C:39]#[C:38][C:40]3([OH:46])[CH2:45][CH2:44][O:43][CH2:42][CH2:41]3)=[CH:7][N:6]=2)=[O:28])[CH2:16][CH2:15][CH2:14][CH2:13]1, predict the reactants needed to synthesize it.